From a dataset of Reaction yield outcomes from USPTO patents with 853,638 reactions. Predict the reaction yield, written as a fraction of the theoretical maximum amount of product (1.0 means a 100% yield; for example, 0.34 means a 34% yield). (1) The reactants are C(Cl)(=O)C([Cl:4])=O.[N:7]1([C:12]2[CH:17]=[CH:16][C:15]([S:18]([OH:21])(=O)=[O:19])=[CH:14][CH:13]=2)[CH2:11][CH2:10][CH2:9][CH2:8]1.CN(C)C=O. The catalyst is ClCCl. The product is [N:7]1([C:12]2[CH:17]=[CH:16][C:15]([S:18]([Cl:4])(=[O:21])=[O:19])=[CH:14][CH:13]=2)[CH2:11][CH2:10][CH2:9][CH2:8]1. The yield is 0.190. (2) The product is [ClH:11].[CH3:31][C@H:19]1[CH2:20][NH:21][CH2:22][CH2:23][N:18]1[C:13]1[C:12]([O:10][CH2:9][CH2:8][O:1][C:2]2[CH:7]=[CH:6][CH:5]=[CH:4][CH:3]=2)=[N:17][CH:16]=[CH:15][N:14]=1. The yield is 0.680. No catalyst specified. The reactants are [O:1]([CH2:8][CH2:9][OH:10])[C:2]1[CH:7]=[CH:6][CH:5]=[CH:4][CH:3]=1.[Cl:11][C:12]1[C:13]([N:18]2[CH2:23][CH2:22][N:21](C(OC(C)(C)C)=O)[CH2:20][C@@H:19]2[CH3:31])=[N:14][CH:15]=[CH:16][N:17]=1. (3) The reactants are Cl[CH:2](Cl)[C:3]1[N:4]=[C:5]2[C:10]([F:11])=[CH:9][CH:8]=[C:7]([F:12])[N:6]2[CH:13]=1.C([O-])(=[O:17])C.[Na+].C(O)C. The catalyst is O. The product is [F:12][C:7]1[N:6]2[CH:13]=[C:3]([CH:2]=[O:17])[N:4]=[C:5]2[C:10]([F:11])=[CH:9][CH:8]=1. The yield is 0.910. (4) The reactants are [CH2:1]([O:3][C:4](=[O:24])[CH2:5][C:6]1[C:14]2[C:9](=[CH:10][CH:11]=[C:12]([CH2:15]Br)[CH:13]=2)[N:8](C(=O)C)[C:7]=1[C:20]([F:23])([F:22])[F:21])[CH3:2].[CH3:25][NH:26][CH3:27]. The catalyst is C1COCC1.C(O)C. The product is [CH2:1]([O:3][C:4](=[O:24])[CH2:5][C:6]1[C:14]2[C:9](=[CH:10][CH:11]=[C:12]([CH2:15][N:26]([CH3:27])[CH3:25])[CH:13]=2)[NH:8][C:7]=1[C:20]([F:23])([F:22])[F:21])[CH3:2]. The yield is 0.990. (5) The reactants are [OH-].[Na+].[CH2:3]([O:10][C:11]1[CH:16]=[CH:15][N:14]([C:17]2[CH:25]=[C:24]3[C:20]([C:21]4[CH2:39][CH2:38][N:37]([CH3:40])[CH2:36][C:22]=4[N:23]3S(C3C=CC(C)=CC=3)(=O)=O)=[CH:19][CH:18]=2)[C:13](=[O:41])[CH:12]=1)[C:4]1[CH:9]=[CH:8][CH:7]=[CH:6][CH:5]=1.[ClH:42].CCOCC. The catalyst is C(Cl)Cl.CO. The product is [ClH:42].[CH2:3]([O:10][C:11]1[CH:16]=[CH:15][N:14]([C:17]2[CH:25]=[C:24]3[C:20]([C:21]4[CH2:39][CH2:38][N:37]([CH3:40])[CH2:36][C:22]=4[NH:23]3)=[CH:19][CH:18]=2)[C:13](=[O:41])[CH:12]=1)[C:4]1[CH:5]=[CH:6][CH:7]=[CH:8][CH:9]=1. The yield is 0.340. (6) The reactants are [N+:1]([C:4]1[CH:5]=[C:6]([N:10]2[CH2:15][CH2:14][NH:13][CH2:12][CH2:11]2)[CH:7]=[CH:8][CH:9]=1)([O-:3])=[O:2].[C:16](Cl)(=[O:23])[C:17]1[CH:22]=[CH:21][CH:20]=[CH:19][CH:18]=1.C(N(CC)CC)C. No catalyst specified. The product is [N+:1]([C:4]1[CH:5]=[C:6]([N:10]2[CH2:15][CH2:14][N:13]([C:16]([C:17]3[CH:22]=[CH:21][CH:20]=[CH:19][CH:18]=3)=[O:23])[CH2:12][CH2:11]2)[CH:7]=[CH:8][CH:9]=1)([O-:3])=[O:2]. The yield is 0.730. (7) The reactants are [F:1][C:2]1[CH:7]=[CH:6][C:5]([C@@H:8]2[NH:25][C:12]3[NH:13][C:14](=[O:24])[N:15]([C:18]4[CH:23]=[CH:22][CH:21]=[CH:20][CH:19]=4)[C:16](=[O:17])[C:11]=3[C:10](=[O:26])[CH2:9]2)=[CH:4][CH:3]=1.[Li+].[BH4-]. The catalyst is C1COCC1. The product is [F:1][C:2]1[CH:7]=[CH:6][C:5]([C@@H:8]2[NH:25][C:12]3[NH:13][C:14](=[O:24])[N:15]([C:18]4[CH:23]=[CH:22][CH:21]=[CH:20][CH:19]=4)[C:16](=[O:17])[C:11]=3[CH:10]([OH:26])[CH2:9]2)=[CH:4][CH:3]=1. The yield is 0.750. (8) The reactants are [C:1]([C:3]1[CH:4]=[C:5]([CH:10]=[CH:11][C:12]=1[CH3:13])[C:6]([O:8][CH3:9])=[O:7])#[N:2].[NH2:14][OH:15].Cl.C(N(CC)C(C)C)(C)C. The catalyst is O1CCCC1. The product is [OH:15][N:14]=[C:1]([C:3]1[CH:4]=[C:5]([CH:10]=[CH:11][C:12]=1[CH3:13])[C:6]([O:8][CH3:9])=[O:7])[NH2:2]. The yield is 0.290. (9) The reactants are [CH3:1][C:2]1[CH:7]=[CH:6][CH:5]=[CH:4][C:3]=1[C:8]1[C:9]2[CH:16]=[C:15]([CH:17]=[O:18])[CH:14]=[CH:13][C:10]=2[S:11][CH:12]=1.C1(C)C=CC=CC=1.CO.[BH4-].[Na+]. The catalyst is CCO. The product is [CH3:1][C:2]1[CH:7]=[CH:6][CH:5]=[CH:4][C:3]=1[C:8]1[C:9]2[CH:16]=[C:15]([CH2:17][OH:18])[CH:14]=[CH:13][C:10]=2[S:11][CH:12]=1. The yield is 0.790.